From a dataset of Full USPTO retrosynthesis dataset with 1.9M reactions from patents (1976-2016). Predict the reactants needed to synthesize the given product. (1) The reactants are: Br[C:2]1[CH:3]=[C:4]([CH:7]=[CH:8][C:9]=1[O:10][CH3:11])[C:5]#[N:6].C([O:15][B:16](OC(C)C)[O:17]C(C)C)(C)C.C([Li])CCC.CCCCCC. Given the product [CH3:11][O:10][C:9]1[CH:8]=[CH:7][C:4]([C:5]#[N:6])=[CH:3][C:2]=1[B:16]([OH:17])[OH:15], predict the reactants needed to synthesize it. (2) Given the product [F:1][C:2]1[CH:3]=[C:4]([NH:19][C:20]([C:22]2[C:23](=[O:35])[N:24]([C:28]3[CH:33]=[CH:32][C:31]([F:34])=[CH:30][CH:29]=3)[N:25]=[CH:26][CH:27]=2)=[O:21])[CH:5]=[CH:6][C:7]=1[O:8][C:9]1[CH:14]=[CH:13][N:12]=[C:11]2[CH:15]=[C:16]([C:38]3[N:37]([CH3:36])[CH:41]=[CH:40][N:39]=3)[S:17][C:10]=12, predict the reactants needed to synthesize it. The reactants are: [F:1][C:2]1[CH:3]=[C:4]([NH:19][C:20]([C:22]2[C:23](=[O:35])[N:24]([C:28]3[CH:33]=[CH:32][C:31]([F:34])=[CH:30][CH:29]=3)[N:25]=[CH:26][CH:27]=2)=[O:21])[CH:5]=[CH:6][C:7]=1[O:8][C:9]1[CH:14]=[CH:13][N:12]=[C:11]2[CH:15]=[C:16](I)[S:17][C:10]=12.[CH3:36][N:37]1[CH:41]=[CH:40][N:39]=[C:38]1[Sn](CCCC)(CCCC)CCCC.